This data is from Forward reaction prediction with 1.9M reactions from USPTO patents (1976-2016). The task is: Predict the product of the given reaction. (1) Given the reactants F[C:2]1[CH:7]=[CH:6][CH:5]=[CH:4][C:3]=1[N+:8]([O-:10])=[O:9].[CH:11]1([C:17]2[CH:23]=[CH:22][C:20]([NH2:21])=[CH:19][CH:18]=2)[CH2:16][CH2:15][CH2:14][CH2:13][CH2:12]1.C([O-])(C)(C)C.[K+], predict the reaction product. The product is: [CH:11]1([C:17]2[CH:18]=[CH:19][C:20]([NH:21][C:2]3[CH:7]=[CH:6][CH:5]=[CH:4][C:3]=3[N+:8]([O-:10])=[O:9])=[CH:22][CH:23]=2)[CH2:12][CH2:13][CH2:14][CH2:15][CH2:16]1. (2) Given the reactants [F:1][C:2]1[CH:7]=[CH:6][C:5]([C:8]23[CH2:16][CH2:15][CH2:14][CH:13]2[CH2:12][S:11][C:10]([NH:17]C(=O)OC(C)(C)C)=[N:9]3)=[CH:4][C:3]=1[O:25][CH3:26].C(O)(C(F)(F)F)=O, predict the reaction product. The product is: [F:1][C:2]1[CH:7]=[CH:6][C:5]([C@:8]23[CH2:16][CH2:15][CH2:14][CH:13]2[CH2:12][S:11][C:10]([NH2:17])=[N:9]3)=[CH:4][C:3]=1[O:25][CH3:26]. (3) The product is: [CH3:6][C:2]([OH:1])([CH3:7])[C:3]([N:39]1[CH2:38][CH2:37][C:36]([CH2:35][CH2:34][N:33]2[CH:28]3[CH2:29][CH2:30][CH:31]2[CH2:32][CH:26]([N:25]2[C:24]4[CH:48]=[CH:49][CH:50]=[CH:51][C:23]=4[N:22]=[C:21]2[CH3:20])[CH2:27]3)([C:42]2[CH:43]=[CH:44][CH:45]=[CH:46][CH:47]=2)[CH2:41][CH2:40]1)=[O:4]. Given the reactants [OH:1][C:2]([CH3:7])([CH3:6])[C:3](O)=[O:4].C(N1C=CN=C1)(N1C=CN=C1)=O.[CH3:20][C:21]1[N:25]([CH:26]2[CH2:32][CH:31]3[N:33]([CH2:34][CH2:35][C:36]4([C:42]5[CH:47]=[CH:46][CH:45]=[CH:44][CH:43]=5)[CH2:41][CH2:40][NH:39][CH2:38][CH2:37]4)[CH:28]([CH2:29][CH2:30]3)[CH2:27]2)[C:24]2[CH:48]=[CH:49][CH:50]=[CH:51][C:23]=2[N:22]=1.C([O-])(O)=O.[Na+], predict the reaction product.